From a dataset of Full USPTO retrosynthesis dataset with 1.9M reactions from patents (1976-2016). Predict the reactants needed to synthesize the given product. (1) The reactants are: [Mg].II.[CH:4]1(Br)[CH2:7][CH2:6][CH2:5]1.O[CH2:10][C:11]([C:13]1[CH:18]=[CH:17]C=CC=1)=[O:12].[O:19]1CC[CH2:21][CH2:20]1. Given the product [CH:13]1([C:11]([C:4]2[CH:7]=[CH:6][CH:5]=[CH:21][C:20]=2[OH:19])([OH:12])[CH3:10])[CH2:18][CH2:17]1, predict the reactants needed to synthesize it. (2) Given the product [F:1][C:2]1[CH:35]=[CH:34][C:33]([F:36])=[CH:32][C:3]=1[O:4][C:5]1[C:19]([O:20][C:21]2[CH:22]=[N:23][C:24]([S:27]([CH2:30][CH3:31])(=[O:29])=[O:28])=[CH:25][CH:26]=2)=[CH:18][C:8]2[NH:9][C:10]([C:12]3[CH:17]=[N:40][CH:15]=[CH:14][N:13]=3)=[N:11][C:7]=2[CH:6]=1, predict the reactants needed to synthesize it. The reactants are: [F:1][C:2]1[CH:35]=[CH:34][C:33]([F:36])=[CH:32][C:3]=1[O:4][C:5]1[C:19]([O:20][C:21]2[CH:22]=[N:23][C:24]([S:27]([CH2:30][CH3:31])(=[O:29])=[O:28])=[CH:25][CH:26]=2)=[CH:18][C:8]2[NH:9][C:10]([C:12]3[CH:17]=C[CH:15]=[CH:14][N:13]=3)=[N:11][C:7]=2[CH:6]=1.COC(C1C=NC=CN=1)=[NH:40].